This data is from Forward reaction prediction with 1.9M reactions from USPTO patents (1976-2016). The task is: Predict the product of the given reaction. Given the reactants [C:1]([O:5][Si:6]([O:9][C:10]([CH3:13])([CH3:12])[CH3:11])(Cl)Cl)([CH3:4])([CH3:3])[CH3:2].[Si](Cl)(Cl)(Cl)Cl.[C:19]([OH:23])(C)([CH3:21])[CH3:20].C(=O)=[O:25].Cl, predict the reaction product. The product is: [C:1]([O:5][Si:6]([O:9][C:10]([CH3:13])([CH3:12])[CH3:11])([O:23][CH:19]([CH3:21])[CH3:20])[OH:25])([CH3:4])([CH3:3])[CH3:2].